From a dataset of Catalyst prediction with 721,799 reactions and 888 catalyst types from USPTO. Predict which catalyst facilitates the given reaction. (1) Reactant: CC1(C)CCCC(C)(C)N1.[Li]CCCC.[CH3:16][Si:17]([CH3:29])([CH3:28])[N:18]=[S@@:19]([CH3:27])(=[O:26])[C:20]1[CH:25]=[CH:24][CH:23]=[CH:22][CH:21]=1.Cl[C:31]([O:33][CH2:34][CH3:35])=[O:32].[NH4+].[Cl-]. Product: [C:20]1([S@@:19]([CH2:27][C:31]([O:33][CH2:34][CH3:35])=[O:32])(=[N:18][Si:17]([CH3:29])([CH3:28])[CH3:16])=[O:26])[CH:25]=[CH:24][CH:23]=[CH:22][CH:21]=1. The catalyst class is: 1. (2) Reactant: [F:1][C:2]1[CH:3]=[C:4]([CH:8]2[CH2:12][CH2:11][CH2:10][N:9]2[C:13]2[CH:14]=[CH:15][C:16]3[N:17]([C:19]([C:22]4[N:27]=[C:26]([C:28]5[CH:33]=[CH:32][N:31]=[C:30]([N:34]6[CH2:39][CH2:38][CH:37](O)[CH2:36][CH2:35]6)[CH:29]=5)[CH:25]=[CH:24][CH:23]=4)=[CH:20][N:21]=3)[N:18]=2)[CH:5]=[CH:6][CH:7]=1.C([N:43]([CH2:46][CH3:47])CC)C.[CH3:48]S(Cl)(=O)=O. Product: [CH:46]1([NH:43][CH:37]2[CH2:38][CH2:39][N:34]([C:30]3[CH:29]=[C:28]([C:26]4[CH:25]=[CH:24][CH:23]=[C:22]([C:19]5[N:17]6[N:18]=[C:13]([N:9]7[CH2:10][CH2:11][CH2:12][CH:8]7[C:4]7[CH:5]=[CH:6][CH:7]=[C:2]([F:1])[CH:3]=7)[CH:14]=[CH:15][C:16]6=[N:21][CH:20]=5)[N:27]=4)[CH:33]=[CH:32][N:31]=3)[CH2:35][CH2:36]2)[CH2:47][CH2:48]1. The catalyst class is: 2. (3) Reactant: [OH:1][C:2]1[C:7]([N+:8]([O-:10])=[O:9])=[C:6]([OH:11])[CH:5]=[CH:4][N:3]=1.[H-].[Na+].[CH2:14](Br)[C:15]1[CH:20]=[CH:19][CH:18]=[CH:17][CH:16]=1.O. Product: [CH2:14]([N:3]1[CH:4]=[CH:5][C:6]([O:11][CH2:14][C:15]2[CH:20]=[CH:19][CH:18]=[CH:17][CH:16]=2)=[C:7]([N+:8]([O-:10])=[O:9])[C:2]1=[O:1])[C:15]1[CH:20]=[CH:19][CH:18]=[CH:17][CH:16]=1. The catalyst class is: 9. (4) Reactant: [Cl:1][C:2]1[CH:3]=[N:4][CH:5]=[CH:6][C:7]=1[C:8]1[CH:13]=[CH:12][N:11]=[C:10]([N:14]2[CH2:19][CH2:18][S:17][CH2:16][CH2:15]2)[CH:9]=1.C1C(=O)N([Br:27])C(=O)C1. Product: [Br:27][C:13]1[C:8]([C:7]2[CH:6]=[CH:5][N:4]=[CH:3][C:2]=2[Cl:1])=[CH:9][C:10]([N:14]2[CH2:15][CH2:16][S:17][CH2:18][CH2:19]2)=[N:11][CH:12]=1. The catalyst class is: 22. (5) Reactant: [Br:1][C:2]1[CH:7]=[CH:6][C:5]([C@@H:8]([N:10]2[CH2:15][CH2:14][C@@:13]([C:20]3[CH:25]=[CH:24][C:23]([F:26])=[CH:22][CH:21]=3)([CH2:16][CH2:17][CH2:18][OH:19])[O:12][C:11]2=[O:27])[CH3:9])=[CH:4][CH:3]=1.C1C=C[NH+]=CC=1.C1C=C[NH+]=CC=1.[O-][Cr](O[Cr]([O-])(=O)=O)(=O)=O. Product: [Br:1][C:2]1[CH:7]=[CH:6][C:5]([C@@H:8]([N:10]2[CH2:15][CH2:14][C@:13]([CH2:16][CH2:17][CH:18]=[O:19])([C:20]3[CH:25]=[CH:24][C:23]([F:26])=[CH:22][CH:21]=3)[O:12][C:11]2=[O:27])[CH3:9])=[CH:4][CH:3]=1. The catalyst class is: 2.